This data is from Kir2.1 potassium channel HTS with 301,493 compounds. The task is: Binary Classification. Given a drug SMILES string, predict its activity (active/inactive) in a high-throughput screening assay against a specified biological target. The drug is O=C1c2c(C(Nc3ccc(cc3)C(OCC)=O)=CC1=O)cccc2. The result is 0 (inactive).